This data is from Full USPTO retrosynthesis dataset with 1.9M reactions from patents (1976-2016). The task is: Predict the reactants needed to synthesize the given product. (1) Given the product [Cl:1][C:2]1[CH:3]=[C:4]([S:9]([N:12]([CH2:22][P:23](=[O:30])([O:24][CH2:25][CH3:26])[O:27][CH2:28][CH3:29])[C:13]2[CH:14]=[C:15]3[C:19](=[CH:20][CH:21]=2)[N:18]([C:38](=[O:41])[NH:34][CH3:31])[CH2:17][CH2:16]3)(=[O:10])=[O:11])[CH:5]=[C:6]([Cl:8])[CH:7]=1, predict the reactants needed to synthesize it. The reactants are: [Cl:1][C:2]1[CH:3]=[C:4]([S:9]([N:12]([CH2:22][P:23](=[O:30])([O:27][CH2:28][CH3:29])[O:24][CH2:25][CH3:26])[C:13]2[CH:14]=[C:15]3[C:19](=[CH:20][CH:21]=2)[NH:18][CH2:17][CH2:16]3)(=[O:11])=[O:10])[CH:5]=[C:6]([Cl:8])[CH:7]=1.[CH:31]([N:34]([CH2:38]C)C(C)C)(C)C.C(Cl)(Cl)=[O:41].CN. (2) Given the product [Cl:1][C:2]1[CH:7]=[CH:6][N:5]=[C:4]([NH:8][C:9](=[O:15])[O:10][C:11]([CH3:12])([CH3:14])[CH3:13])[C:3]=1[I:35], predict the reactants needed to synthesize it. The reactants are: [Cl:1][C:2]1[CH:7]=[CH:6][N:5]=[C:4]([NH:8][C:9](=[O:15])[O:10][C:11]([CH3:14])([CH3:13])[CH3:12])[CH:3]=1.CN(C)CCN(C)C.C([Li])CCC.CCCCCC.[I:35]I.S([O-])(O)=O.[Na+]. (3) Given the product [CH:14]1([CH:2]([NH:20][C:21]2[CH:22]=[CH:23][C:24]([C:27]([N:29]([CH3:37])[CH2:30][CH2:31][C:32]([OH:34])=[O:33])=[O:28])=[CH:25][CH:26]=2)[C:3]2[O:4][C:5]3[CH:12]=[CH:11][C:10]([F:13])=[CH:9][C:6]=3[C:7]=2[CH3:8])[CH2:19][CH2:18][CH2:17][CH2:16][CH2:15]1, predict the reactants needed to synthesize it. The reactants are: Cl[CH:2]([CH:14]1[CH2:19][CH2:18][CH2:17][CH2:16][CH2:15]1)[C:3]1[O:4][C:5]2[CH:12]=[CH:11][C:10]([F:13])=[CH:9][C:6]=2[C:7]=1[CH3:8].[NH2:20][C:21]1[CH:26]=[CH:25][C:24]([C:27]([N:29]([CH3:37])[CH2:30][CH2:31][C:32]([O:34]CC)=[O:33])=[O:28])=[CH:23][CH:22]=1. (4) Given the product [Cl:1][C:2]1[CH:23]=[C:22]([C:24]([F:27])([F:25])[F:26])[CH:21]=[CH:20][C:3]=1[CH2:4][N:5]1[C:9]([CH2:10][CH2:11][C:12]([OH:14])=[O:13])=[CH:8][C:7]([CH:17]([CH3:19])[CH3:18])=[N:6]1, predict the reactants needed to synthesize it. The reactants are: [Cl:1][C:2]1[CH:23]=[C:22]([C:24]([F:27])([F:26])[F:25])[CH:21]=[CH:20][C:3]=1[CH2:4][N:5]1[C:9]([CH2:10][CH2:11][C:12]([O:14]CC)=[O:13])=[CH:8][C:7]([CH:17]([CH3:19])[CH3:18])=[N:6]1.[OH-].[Na+].O1CCCC1. (5) The reactants are: [CH3:1][NH:2][CH2:3][CH2:4][OH:5].Br[C:7]1[CH:8]=[N:9][C:10]([N:13]2[CH2:18][CH2:17][CH:16]([C:19]3[C:28]([CH:29]([F:40])[C:30]4[CH:35]=[CH:34][C:33]([C:36]([F:39])([F:38])[F:37])=[CH:32][CH:31]=4)=[C:27]([CH:41]4[CH2:46][CH2:45][C:44]([F:48])([F:47])[CH2:43][CH2:42]4)[C:26]4[CH:25]([O:49][CH2:50][C:51]5[CH:56]=[CH:55][C:54]([O:57][CH3:58])=[CH:53][CH:52]=5)[CH2:24][C:23]([CH3:60])([CH3:59])[CH2:22][C:21]=4[N:20]=3)[CH2:15][CH2:14]2)=[N:11][CH:12]=1. Given the product [F:48][C:44]1([F:47])[CH2:43][CH2:42][CH:41]([C:27]2[C:26]3[CH:25]([O:49][CH2:50][C:51]4[CH:52]=[CH:53][C:54]([O:57][CH3:58])=[CH:55][CH:56]=4)[CH2:24][C:23]([CH3:59])([CH3:60])[CH2:22][C:21]=3[N:20]=[C:19]([CH:16]3[CH2:17][CH2:18][N:13]([C:10]4[N:11]=[CH:12][C:7]([N:2]([CH2:3][CH2:4][OH:5])[CH3:1])=[CH:8][N:9]=4)[CH2:14][CH2:15]3)[C:28]=2[CH:29]([F:40])[C:30]2[CH:35]=[CH:34][C:33]([C:36]([F:37])([F:39])[F:38])=[CH:32][CH:31]=2)[CH2:46][CH2:45]1, predict the reactants needed to synthesize it. (6) Given the product [Cl:12][C:4]1[CH:3]=[C:2]([CH2:20][CH2:19][C:18]([CH:13]2[CH2:17][CH2:16][CH2:15][CH2:14]2)=[O:21])[CH:7]=[CH:6][C:5]=1[S:8]([CH3:11])(=[O:10])=[O:9], predict the reactants needed to synthesize it. The reactants are: Br[C:2]1[CH:7]=[CH:6][C:5]([S:8]([CH3:11])(=[O:10])=[O:9])=[C:4]([Cl:12])[CH:3]=1.[CH:13]1([CH:18]([OH:21])[CH:19]=[CH2:20])[CH2:17][CH2:16][CH2:15][CH2:14]1.C([O-])(=O)C.[Na+].